This data is from Full USPTO retrosynthesis dataset with 1.9M reactions from patents (1976-2016). The task is: Predict the reactants needed to synthesize the given product. (1) Given the product [S:8]([C:12]1[CH:13]=[C:14]([CH:18]=[CH:19][CH:20]=1)[C:15]([O:17][CH2:22][C:23]([C:25]1[CH:26]=[N:27][N:28]([CH3:42])[C:29]=1[CH2:30][O:31][C:32]1[CH:37]=[CH:36][C:35]([C:38]([F:41])([F:39])[F:40])=[CH:34][CH:33]=1)=[O:24])=[O:16])(=[O:10])(=[O:11])[NH2:9], predict the reactants needed to synthesize it. The reactants are: C(N(CC)CC)C.[S:8]([C:12]1[CH:13]=[C:14]([CH:18]=[CH:19][CH:20]=1)[C:15]([OH:17])=[O:16])(=[O:11])(=[O:10])[NH2:9].Br[CH2:22][C:23]([C:25]1[CH:26]=[N:27][N:28]([CH3:42])[C:29]=1[CH2:30][O:31][C:32]1[CH:37]=[CH:36][C:35]([C:38]([F:41])([F:40])[F:39])=[CH:34][CH:33]=1)=[O:24]. (2) Given the product [CH:1]1([N:7]2[CH2:12][CH2:11][N:10]([C:13]([CH:15]3[C:23]4[C:18](=[CH:19][CH:20]=[CH:21][CH:22]=4)[N:17]([C@H:25]4[CH2:26][CH2:27][C@H:28]([NH:31][C:32](=[O:38])[O:33][C:34]([CH3:36])([CH3:35])[CH3:37])[CH2:29][CH2:30]4)[CH2:16]3)=[O:14])[CH2:9][CH2:8]2)[CH2:6][CH2:5][CH2:4][CH2:3][CH2:2]1, predict the reactants needed to synthesize it. The reactants are: [CH:1]1([N:7]2[CH2:12][CH2:11][N:10]([C:13]([CH:15]3[C:23]4[C:18](=[CH:19][CH:20]=[CH:21][CH:22]=4)[NH:17][CH2:16]3)=[O:14])[CH2:9][CH2:8]2)[CH2:6][CH2:5][CH2:4][CH2:3][CH2:2]1.O=[C:25]1[CH2:30][CH2:29][CH:28]([NH:31][C:32](=[O:38])[O:33][C:34]([CH3:37])([CH3:36])[CH3:35])[CH2:27][CH2:26]1.C(O)(=O)C.[BH-](OC(C)=O)(OC(C)=O)OC(C)=O.[Na+]. (3) Given the product [Br:1][C:2]1[CH:6]=[C:5]([N:7]([CH2:11][CH:12]2[CH2:14][CH2:13]2)[CH2:8][CH2:9][CH3:10])[S:4][C:3]=1[C:15]#[N:23], predict the reactants needed to synthesize it. The reactants are: [Br:1][C:2]1[CH:6]=[C:5]([N:7]([CH2:11][CH:12]2[CH2:14][CH2:13]2)[CH2:8][CH2:9][CH3:10])[S:4][C:3]=1[CH:15]=O.S([O-])([O-])(=O)=O.O[NH3+:23].O[NH3+].[OH-].[Na+]. (4) Given the product [CH3:34][N:17]([CH2:16][CH:13]1[O:12][C:8]2=[C:9]3[C:4](=[CH:5][CH:6]=[C:7]2[O:15][CH2:14]1)[N:3]=[C:2]([CH3:1])[CH:11]=[CH:10]3)[CH2:18][CH2:19][CH2:20][C:21]1[C:29]2[C:24](=[CH:25][CH:26]=[C:27]([C:30]#[N:31])[CH:28]=2)[NH:23][CH:22]=1, predict the reactants needed to synthesize it. The reactants are: [CH3:1][C:2]1[CH:11]=[CH:10][C:9]2[C:4](=[CH:5][CH:6]=[C:7]3[O:15][CH2:14][C@H:13]([CH2:16][NH:17][CH2:18][CH2:19][CH2:20][C:21]4[C:29]5[C:24](=[CH:25][CH:26]=[C:27]([C:30]#[N:31])[CH:28]=5)[NH:23][CH:22]=4)[O:12][C:8]3=2)[N:3]=1.C=O.[C:34]([BH3-])#N.[Na+].C(O)(=O)C. (5) Given the product [NH2:17][C:12]1[CH:11]=[C:10]([S:7]([C:1]2[CH:6]=[CH:5][CH:4]=[CH:3][CH:2]=2)(=[O:9])=[O:8])[CH:15]=[CH:14][C:13]=1[OH:16], predict the reactants needed to synthesize it. The reactants are: [C:1]1([S:7]([C:10]2[CH:15]=[CH:14][C:13]([OH:16])=[C:12]([N+:17]([O-])=O)[CH:11]=2)(=[O:9])=[O:8])[CH:6]=[CH:5][CH:4]=[CH:3][CH:2]=1.O. (6) Given the product [C:27]([O:31][C:32](=[O:46])[NH:33][C@@H:34]1[C@@H:38]([N:39]2[CH2:44][CH2:43][CH2:42][CH2:41][C:40]2=[O:45])[CH2:37][N:36]([C:2]2[CH:3]=[N:4][C:5]([O:8][CH2:9][CH2:10][C@H:11]([CH:13]3[CH2:18][CH2:17][N:16]([C:19]4[O:23][N:22]=[C:21]([CH:24]([CH3:26])[CH3:25])[N:20]=4)[CH2:15][CH2:14]3)[CH3:12])=[N:6][CH:7]=2)[CH2:35]1)([CH3:30])([CH3:28])[CH3:29], predict the reactants needed to synthesize it. The reactants are: Br[C:2]1[CH:3]=[N:4][C:5]([O:8][CH2:9][CH2:10][C@H:11]([CH:13]2[CH2:18][CH2:17][N:16]([C:19]3[O:23][N:22]=[C:21]([CH:24]([CH3:26])[CH3:25])[N:20]=3)[CH2:15][CH2:14]2)[CH3:12])=[N:6][CH:7]=1.[C:27]([O:31][C:32](=[O:46])[NH:33][C@@H:34]1[C@@H:38]([N:39]2[CH2:44][CH2:43][CH2:42][CH2:41][C:40]2=[O:45])[CH2:37][NH:36][CH2:35]1)([CH3:30])([CH3:29])[CH3:28].CC(C)([O-])C.[Na+].CC(P(C(C)(C)C)C1C(C2C=CC=CC=2)=CC=CC=1)(C)C. (7) Given the product [CH3:1][O:2][C:3](=[O:32])[C:4]1[CH:9]=[CH:8][C:7]([CH2:10][N:11]2[CH:15]=[C:14]([C:16]3[CH:21]=[CH:20][C:19]([Cl:22])=[CH:18][C:17]=3[Cl:23])[N:13]=[C:12]2[CH2:24][C:25]2[CH:30]=[CH:29][C:28]([C:38]3[CH:37]=[CH:36][CH:35]=[C:34]([NH2:33])[CH:39]=3)=[CH:27][CH:26]=2)=[CH:6][CH:5]=1, predict the reactants needed to synthesize it. The reactants are: [CH3:1][O:2][C:3](=[O:32])[C:4]1[CH:9]=[CH:8][C:7]([CH2:10][N:11]2[CH:15]=[C:14]([C:16]3[CH:21]=[CH:20][C:19]([Cl:22])=[CH:18][C:17]=3[Cl:23])[N:13]=[C:12]2[CH2:24][C:25]2[CH:30]=[CH:29][C:28](Br)=[CH:27][CH:26]=2)=[CH:6][CH:5]=1.[NH2:33][C:34]1[CH:35]=[C:36](B(O)O)[CH:37]=[CH:38][CH:39]=1. (8) Given the product [Br:23][C:20]1[CH:19]=[N:18][C:17]([O:1][CH:2]2[CH:7]3[CH2:8][CH2:9][N:4]([CH2:5][CH2:6]3)[CH2:3]2)=[N:22][CH:21]=1, predict the reactants needed to synthesize it. The reactants are: [OH:1][CH:2]1[CH:7]2[CH2:8][CH2:9][N:4]([CH2:5][CH2:6]2)[CH2:3]1.CC(C)([O-])C.[K+].I[C:17]1[N:22]=[CH:21][C:20]([Br:23])=[CH:19][N:18]=1.O.